This data is from Full USPTO retrosynthesis dataset with 1.9M reactions from patents (1976-2016). The task is: Predict the reactants needed to synthesize the given product. Given the product [C:1]1([CH:7]2[CH2:8][CH2:9][NH:10]2)[CH:6]=[CH:5][CH:4]=[CH:3][CH:2]=1, predict the reactants needed to synthesize it. The reactants are: [C:1]1([CH:7]2[NH:10][C:9](=O)[CH2:8]2)[CH:6]=[CH:5][CH:4]=[CH:3][CH:2]=1.[H-].[Al+3].[Li+].[H-].[H-].[H-].[Cl-].[NH4+].